Task: Predict the reaction yield, written as a fraction of the theoretical maximum amount of product (1.0 means a 100% yield; for example, 0.34 means a 34% yield).. Dataset: Reaction yield outcomes from USPTO patents with 853,638 reactions (1) The yield is 0.830. The reactants are [Li+].[CH3:2]C([N-]C(C)C)C.[Li]CCCC.C(NC(C)C)(C)C.[CH2:21]([O:28][CH:29]1[CH2:34][CH2:33][CH:32]([C:35]([OH:37])=[O:36])[CH2:31][CH2:30]1)[C:22]1[CH:27]=[CH:26][CH:25]=[CH:24][CH:23]=1.CI. The catalyst is C1COCC1. The product is [CH2:21]([O:28][CH:29]1[CH2:30][CH2:31][C:32]([CH3:2])([C:35]([OH:37])=[O:36])[CH2:33][CH2:34]1)[C:22]1[CH:27]=[CH:26][CH:25]=[CH:24][CH:23]=1. (2) The reactants are Cl.[NH2:2][CH2:3][CH2:4][C:5]([O:7][CH2:8][CH3:9])=[O:6].[CH3:10][CH:11]([CH3:40])[CH2:12][C@H:13]([NH:30][C:31]1[CH:39]=[CH:38][C:34]([C:35](O)=[O:36])=[CH:33][N:32]=1)[C:14]1[CH:19]=[CH:18][C:17]([C:20]2[CH:25]=[CH:24][C:23]([C:26]([F:29])([F:28])[F:27])=[CH:22][N:21]=2)=[CH:16][CH:15]=1.O.OC1C2N=NNC=2C=CC=1.C(N(CC)CC)C.Cl.C(N=C=NCCCN(C)C)C. The catalyst is ClCCl.C(=O)(O)[O-].[Na+]. The product is [CH3:10][CH:11]([CH3:40])[CH2:12][C@H:13]([NH:30][C:31]1[N:32]=[CH:33][C:34]([C:35]([NH:2][CH2:3][CH2:4][C:5]([O:7][CH2:8][CH3:9])=[O:6])=[O:36])=[CH:38][CH:39]=1)[C:14]1[CH:15]=[CH:16][C:17]([C:20]2[CH:25]=[CH:24][C:23]([C:26]([F:27])([F:28])[F:29])=[CH:22][N:21]=2)=[CH:18][CH:19]=1. The yield is 0.860.